This data is from Catalyst prediction with 721,799 reactions and 888 catalyst types from USPTO. The task is: Predict which catalyst facilitates the given reaction. (1) Reactant: [C:1]([O:4][C:5](=[O:7])[CH3:6])(=O)[CH3:2].OC1C=[C:11]([CH3:16])[CH:12]=[C:13]([OH:15])[CH:14]=1.C(N([CH2:22][CH3:23])CC)C.[OH2:24]. Product: [C:5]([O:4][C:1]1[CH:14]=[C:13]([O:15][C:22](=[O:24])[CH3:23])[CH:12]=[C:11]([CH3:16])[CH:2]=1)(=[O:7])[CH3:6]. The catalyst class is: 4. (2) Reactant: [ClH:1].O1CCOCC1.[OH:8][C@H:9]1[C:13]2[N:14]=[CH:15][N:16]=[C:17]([N:18]3[CH2:23][CH2:22][N:21](C(OC(C)(C)C)=O)[CH2:20][CH2:19]3)[C:12]=2[C@H:11]([CH3:31])[CH2:10]1. Product: [ClH:1].[ClH:1].[CH3:31][C@H:11]1[C:12]2[C:17]([N:18]3[CH2:19][CH2:20][NH:21][CH2:22][CH2:23]3)=[N:16][CH:15]=[N:14][C:13]=2[C@H:9]([OH:8])[CH2:10]1. The catalyst class is: 12. (3) Reactant: [C:1]([N:8]1C=CN=C1)([N:3]1[CH:7]=[CH:6][N:5]=[CH:4]1)=[O:2].[N:13]1(N)[C:21]2[C:16](=[CH:17][CH:18]=[CH:19][CH:20]=2)[CH:15]=[CH:14]1.CNC1C=[CH:29][CH:28]=[CH:27]N=1. Product: [N:13]1([NH:8][C:1]([NH:3][CH2:7][C:6]2[CH:29]=[CH:28][CH:27]=[CH:4][N:5]=2)=[O:2])[C:21]2[C:16](=[CH:17][CH:18]=[CH:19][CH:20]=2)[CH:15]=[CH:14]1. The catalyst class is: 7. (4) Reactant: [C:1]([O:5][C:6]([NH:8][C:9]1[CH:14]=[CH:13][C:12]([C:15]2[N:16]=[C:17]([C:21]([O:23]C)=[O:22])[N:18]([CH3:20])[CH:19]=2)=[CH:11][CH:10]=1)=[O:7])([CH3:4])([CH3:3])[CH3:2].[OH-].[K+]. Product: [C:1]([O:5][C:6]([NH:8][C:9]1[CH:10]=[CH:11][C:12]([C:15]2[N:16]=[C:17]([C:21]([OH:23])=[O:22])[N:18]([CH3:20])[CH:19]=2)=[CH:13][CH:14]=1)=[O:7])([CH3:4])([CH3:2])[CH3:3]. The catalyst class is: 5.